This data is from Catalyst prediction with 721,799 reactions and 888 catalyst types from USPTO. The task is: Predict which catalyst facilitates the given reaction. (1) Reactant: Cl.Cl.[F:3][C:4]1[C:9]([CH:10]2[CH2:15][CH2:14][CH2:13][NH:12][CH2:11]2)=[CH:8][CH:7]=[CH:6][N:5]=1.C(Cl)Cl.C(N(CC)CC)C.[C:26](OC(=O)C)(=[O:28])[CH3:27]. Product: [F:3][C:4]1[C:9]([CH:10]2[CH2:15][CH2:14][CH2:13][N:12]([C:26](=[O:28])[CH3:27])[CH2:11]2)=[CH:8][CH:7]=[CH:6][N:5]=1. The catalyst class is: 6. (2) Reactant: Cl[C:2]1[CH:10]=[CH:9][C:8]2[CH2:7][CH:6]([CH2:11][N:12]3[C:17]4=[N:18][C:19]([C:23]5[CH:28]=[CH:27][N:26]=[CH:25][CH:24]=5)=[CH:20][C:21](=[O:22])[N:16]4[CH2:15][C:14]([CH3:30])([CH3:29])[CH2:13]3)[CH2:5][C:4]=2[N:3]=1.C(=O)([O-])[O-].[Cs+].[Cs+].C1C=CC(P(C2C=CC3C(=CC=CC=3)C=2C2C3C(=CC=CC=3)C=CC=2P(C2C=CC=CC=2)C2C=CC=CC=2)C2C=CC=CC=2)=CC=1.O.[NH:84]1[CH2:88][CH2:87][CH2:86][CH2:85]1. Product: [CH3:29][C:14]1([CH3:30])[CH2:15][N:16]2[C:21](=[O:22])[CH:20]=[C:19]([C:23]3[CH:28]=[CH:27][N:26]=[CH:25][CH:24]=3)[N:18]=[C:17]2[N:12]([CH2:11][CH:6]2[CH2:5][C:4]3[N:3]=[C:2]([N:84]4[CH2:88][CH2:87][CH2:86][CH2:85]4)[CH:10]=[CH:9][C:8]=3[CH2:7]2)[CH2:13]1. The catalyst class is: 110. (3) Reactant: [Cl:1][C:2]1[CH:7]=[C:6]([Cl:8])[C:5]([O:9][CH3:10])=[CH:4][C:3]=1[NH:11][C:12]1[C:17]([C:18]#[N:19])=[CH:16][N:15]=[C:14]2[CH:20]=[C:21](I)[S:22][C:13]=12.[CH3:24][N:25]1[C:29]([Sn](CCCC)(CCCC)CCCC)=[CH:28][N:27]=[C:26]1[CH:43]=[O:44].C(N(CC)CC)C.C(=O)(O)[O-].[Na+]. Product: [Cl:1][C:2]1[CH:7]=[C:6]([Cl:8])[C:5]([O:9][CH3:10])=[CH:4][C:3]=1[NH:11][C:12]1[C:17]([C:18]#[N:19])=[CH:16][N:15]=[C:14]2[CH:20]=[C:21]([C:29]3[N:25]([CH3:24])[C:26]([CH:43]=[O:44])=[N:27][CH:28]=3)[S:22][C:13]=12. The catalyst class is: 184. (4) Reactant: [F:1][CH2:2][C:3]1([S:6]([NH:9]C(=O)OC(C)(C)C)(=[O:8])=[O:7])[CH2:5][CH2:4]1.C(O)(C(F)(F)F)=O. Product: [F:1][CH2:2][C:3]1([S:6]([NH2:9])(=[O:8])=[O:7])[CH2:5][CH2:4]1. The catalyst class is: 2. (5) Reactant: [CH2:1]([O:3][C:4]([C:6]1[N:11]=[C:10](Br)[C:9]2[N:13]=[C:14]([C:16]3[CH:21]=[CH:20][CH:19]=[CH:18][CH:17]=3)[S:15][C:8]=2[C:7]=1[OH:22])=[O:5])[CH3:2].C([Sn](CCCC)(CCCC)[C:28]1[O:29][CH:30]=[CH:31][CH:32]=1)CCC. Product: [CH2:1]([O:3][C:4]([C:6]1[N:11]=[C:10]([C:28]2[O:29][CH:30]=[CH:31][CH:32]=2)[C:9]2[N:13]=[C:14]([C:16]3[CH:21]=[CH:20][CH:19]=[CH:18][CH:17]=3)[S:15][C:8]=2[C:7]=1[OH:22])=[O:5])[CH3:2]. The catalyst class is: 558. (6) Product: [F:67][C:68]([F:73])([F:72])[C:69]([OH:71])=[O:70].[CH3:29]/[C:28](=[CH:27]\[C@@H:26]([N:24]([CH3:25])[C:22](=[O:23])[C@H:17]([C:18]([CH3:20])([CH3:19])[CH3:21])[NH:16][C:14](=[O:15])[C@H:3]([C:4]([CH3:12])([CH3:13])[C:5]1[CH:10]=[CH:9][CH:8]=[C:7]([CH3:37])[CH:6]=1)[NH:2][CH3:1])[CH:33]([CH3:34])[CH3:35])/[C:30]([N:74]1[CH2:95][CH2:94][CH2:93][C@@H:75]1[C:76]([N:78]1[CH2:92][CH2:91][CH2:90][C@@H:79]1[C:80]([NH:82][CH2:83][C:84]1[CH:85]=[CH:86][CH:87]=[CH:88][CH:89]=1)=[O:81])=[O:77])=[O:32]. The catalyst class is: 10. Reactant: [CH3:1][NH:2][C@H:3]([C:14]([NH:16][C@H:17]([C:22]([N:24]([C@@H:26]([CH:33]([CH3:35])[CH3:34])/[CH:27]=[C:28](/[C:30]([OH:32])=O)\[CH3:29])[CH3:25])=[O:23])[C:18]([CH3:21])([CH3:20])[CH3:19])=[O:15])[C:4]([CH3:13])([CH3:12])[C:5]1[CH:10]=[CH:9][CH:8]=[C:7](C)[CH:6]=1.O[C:37]1C2N=NNC=2C=CC=1.Cl.CN(C)CCCN=C=NCC.C(N(C(C)C)CC)(C)C.[F:67][C:68]([F:73])([F:72])[C:69]([OH:71])=[O:70].[NH:74]1[CH2:95][CH2:94][CH2:93][C@H:75]1[C:76]([N:78]1[CH2:92][CH2:91][CH2:90][C@H:79]1[C:80]([NH:82][CH2:83][C:84]1[CH:89]=[CH:88][CH:87]=[CH:86][CH:85]=1)=[O:81])=[O:77]. (7) Product: [C:1]([C:3]1[CH:4]=[C:5]([C:13]2[N:17]=[C:16]([C:18]3[C:19]([CH2:32][CH3:33])=[C:20]([CH2:24][CH2:25][CH2:26][C:27]([OH:29])=[O:28])[CH:21]=[CH:22][CH:23]=3)[S:15][N:14]=2)[CH:6]=[CH:7][C:8]=1[O:9][CH:10]([CH3:12])[CH3:11])#[N:2]. The catalyst class is: 252. Reactant: [C:1]([C:3]1[CH:4]=[C:5]([C:13]2[N:17]=[C:16]([C:18]3[C:19]([CH2:32][CH3:33])=[C:20]([CH2:24][CH2:25][CH2:26][C:27]([O:29]CC)=[O:28])[CH:21]=[CH:22][CH:23]=3)[S:15][N:14]=2)[CH:6]=[CH:7][C:8]=1[O:9][CH:10]([CH3:12])[CH3:11])#[N:2].[OH-].[Na+].Cl. (8) Reactant: [N+:1]([C:4]1[N:5]=[CH:6][NH:7][CH:8]=1)([O-:3])=[O:2].[C:9](=O)([O-])[O-].[K+].[K+].IC. Product: [CH3:9][N:7]1[CH:8]=[C:4]([N+:1]([O-:3])=[O:2])[N:5]=[CH:6]1. The catalyst class is: 10. (9) Reactant: [Cl:1][C:2]1[C:7]([O:8][CH3:9])=[CH:6][C:5]([NH:10][C:11]2[C:16]([C:17]#[N:18])=[CH:15][N:14]=[C:13]3[C:19]4[CH:25]=[C:24]([N+:26]([O-])=O)[CH:23]=[CH:22][C:20]=4[S:21][C:12]=23)=[C:4]([CH3:29])[CH:3]=1.[Cl-].[NH4+]. Product: [NH2:26][C:24]1[CH:23]=[CH:22][C:20]2[S:21][C:12]3[C:13](=[N:14][CH:15]=[C:16]([C:17]#[N:18])[C:11]=3[NH:10][C:5]3[CH:6]=[C:7]([O:8][CH3:9])[C:2]([Cl:1])=[CH:3][C:4]=3[CH3:29])[C:19]=2[CH:25]=1. The catalyst class is: 415.